This data is from Reaction yield outcomes from USPTO patents with 853,638 reactions. The task is: Predict the reaction yield, written as a fraction of the theoretical maximum amount of product (1.0 means a 100% yield; for example, 0.34 means a 34% yield). The reactants are O1CCCC1.[F:6][C:7]1[CH:24]=[CH:23][C:10]([O:11][C:12]2[CH:17]=[CH:16][C:15]([CH2:18][C:19](Cl)=[N:20][OH:21])=[CH:14][CH:13]=2)=[CH:9][CH:8]=1.[C:25]([C:27]1[C:28]([NH2:34])=[N:29][C:30]([NH2:33])=[CH:31][CH:32]=1)#[CH:26].C(N(CC)CC)C. The catalyst is O. The product is [F:6][C:7]1[CH:24]=[CH:23][C:10]([O:11][C:12]2[CH:17]=[CH:16][C:15]([CH2:18][C:19]3[CH:26]=[C:25]([C:27]4[C:28]([NH2:34])=[N:29][C:30]([NH2:33])=[CH:31][CH:32]=4)[O:21][N:20]=3)=[CH:14][CH:13]=2)=[CH:9][CH:8]=1. The yield is 0.337.